The task is: Predict the product of the given reaction.. This data is from Forward reaction prediction with 1.9M reactions from USPTO patents (1976-2016). (1) Given the reactants [C:1]([C:3]1[N:4]=[CH:5][C:6]([NH:20][C@H:21]([CH3:25])[C:22]([NH2:24])=[O:23])=[N:7][C:8]=1[NH:9][C:10]1[CH:11]=[C:12]2[C:17](=[CH:18][CH:19]=1)[N:16]=[CH:15][CH:14]=[CH:13]2)#[N:2].[OH-].[Na+].OO.CC(O)=[O:32], predict the reaction product. The product is: [NH2:24][C:22](=[O:23])[C@H:21]([NH:20][C:6]1[N:7]=[C:8]([NH:9][C:10]2[CH:11]=[C:12]3[C:17](=[CH:18][CH:19]=2)[N:16]=[CH:15][CH:14]=[CH:13]3)[C:3]([C:1]([NH2:2])=[O:32])=[N:4][CH:5]=1)[CH3:25]. (2) Given the reactants [CH2:1]([OH:4])[CH:2]=[CH2:3].[C:5]1(=[O:11])[O:10][C:8](=[O:9])[CH:7]=[CH:6]1.Cl, predict the reaction product. The product is: [CH2:1]([O:4][C:5](=[O:11])/[CH:6]=[CH:7]\[C:8]([OH:10])=[O:9])[CH:2]=[CH2:3]. (3) The product is: [NH2:1][CH:4]([CH3:13])[CH:5]([CH:7]1[CH2:8][CH2:9][O:10][CH2:11][CH2:12]1)[OH:6]. Given the reactants [N+:1]([CH:4]([CH3:13])[CH:5]([CH:7]1[CH2:12][CH2:11][O:10][CH2:9][CH2:8]1)[OH:6])([O-])=O.[H][H], predict the reaction product. (4) Given the reactants [Cl:1][C:2]1[C:3]([C:9]2[C:10](=O)[NH:11][N:12]=[C:13]([CH3:23])[C:14]=2[C:15]2[CH:20]=[CH:19][C:18]([S:21][CH3:22])=[CH:17][N:16]=2)=[N:4][CH:5]=[C:6]([Cl:8])[CH:7]=1.P(Cl)(Cl)([Cl:27])=O, predict the reaction product. The product is: [Cl:27][C:10]1[N:11]=[N:12][C:13]([CH3:23])=[C:14]([C:15]2[CH:20]=[CH:19][C:18]([S:21][CH3:22])=[CH:17][N:16]=2)[C:9]=1[C:3]1[C:2]([Cl:1])=[CH:7][C:6]([Cl:8])=[CH:5][N:4]=1. (5) The product is: [CH2:6]([C:3]([CH2:8][OH:9])([CH2:4][CH3:5])[CH:1]=[O:2])[OH:7].[CH2:6]([CH:3]([CH2:4][CH3:5])[CH:1]=[O:2])[OH:7]. Given the reactants [CH2:1]([C:3]([CH2:8][OH:9])([CH2:6][OH:7])[CH2:4][CH3:5])[OH:2].C(=O)CCC.C=O, predict the reaction product. (6) Given the reactants [CH3:1][O:2][C:3]1[CH:10]=[C:9](B2OC(C)(C)C(C)(C)O2)[CH:8]=[CH:7][C:4]=1[C:5]#[N:6].Br[C:21]1[CH:22]=[N:23][CH:24]=[CH:25][C:26]=1[CH:27]([OH:29])[CH3:28].C(Cl)Cl.C([O-])([O-])=O.[Na+].[Na+], predict the reaction product. The product is: [OH:29][CH:27]([C:26]1[CH:25]=[CH:24][N:23]=[CH:22][C:21]=1[C:9]1[CH:8]=[CH:7][C:4]([C:5]#[N:6])=[C:3]([O:2][CH3:1])[CH:10]=1)[CH3:28]. (7) Given the reactants [C:1]([O:5][C:6](=[O:36])[NH:7][C:8]1([C:12]2[CH:17]=[CH:16][C:15]([C:18]3[C:27](=[O:28])[C:26]4[C:21](=[CH:22][CH:23]=[C:24](F)[CH:25]=4)[O:20][C:19]=3[C:30]3[CH:35]=[CH:34][CH:33]=[CH:32][CH:31]=3)=[CH:14][CH:13]=2)[CH2:11][CH2:10][CH2:9]1)([CH3:4])([CH3:3])[CH3:2].[CH2:37]([N:39]1C2=C3C(=CC=[C:42]2[CH:41]=[N:40]1)C(=O)C(I)=C(C1C=CC=CC=1)O3)C, predict the reaction product. The product is: [C:1]([O:5][C:6](=[O:36])[NH:7][C:8]1([C:12]2[CH:17]=[CH:16][C:15]([C:18]3[C:27](=[O:28])[C:26]4[C:21]([O:20][C:19]=3[C:30]3[CH:35]=[CH:34][CH:33]=[CH:32][CH:31]=3)=[C:22]3[N:40]([CH2:41][CH3:42])[N:39]=[CH:37][C:23]3=[CH:24][CH:25]=4)=[CH:14][CH:13]=2)[CH2:11][CH2:10][CH2:9]1)([CH3:4])([CH3:3])[CH3:2]. (8) Given the reactants C([O:8][C@H:9]1[C@H:15]([O:16]CC2C=CC=CC=2)[C@@H:14]([O:24]CC2C=CC=CC=2)[C@:13]2([C:33]3[CH:38]=[CH:37][C:36]([Cl:39])=[C:35]([CH2:40][C:41]4[CH:46]=[CH:45][C:44]([O:47][CH2:48][CH3:49])=[CH:43][CH:42]=4)[CH:34]=3)[O:32][C@:10]1([CH:50]1[CH2:52][O:51]1)[CH2:11][O:12]2)C1C=CC=CC=1.ClC1C=CC=CC=1Cl, predict the reaction product. The product is: [Cl:39][C:36]1[CH:37]=[CH:38][C:33]([C@@:13]23[O:32][C@@:10]([CH:50]4[CH2:52][O:51]4)([CH2:11][O:12]2)[C@@H:9]([OH:8])[C@H:15]([OH:16])[C@H:14]3[OH:24])=[CH:34][C:35]=1[CH2:40][C:41]1[CH:46]=[CH:45][C:44]([O:47][CH2:48][CH3:49])=[CH:43][CH:42]=1. (9) Given the reactants [NH2:1][C:2]1[N:7]=[C:6](O)[C:5]([C:9]#[N:10])=[C:4]([C:11]2[CH:16]=[CH:15][CH:14]=[C:13]([O:17][CH3:18])[CH:12]=2)[N:3]=1.C([O-])(O)=O.[Na+].O=P(Cl)(Cl)[Cl:26], predict the reaction product. The product is: [NH2:1][C:2]1[N:7]=[C:6]([Cl:26])[C:5]([C:9]#[N:10])=[C:4]([C:11]2[CH:16]=[CH:15][CH:14]=[C:13]([O:17][CH3:18])[CH:12]=2)[N:3]=1. (10) Given the reactants [CH2:1]([O:13][C:14]([C:16]1[CH:17]=[C:18]2[C:23](=O)[O:22][C:20](=[O:21])[C:19]2=[CH:25][CH:26]=1)=[O:15])[CH2:2][CH2:3][CH2:4][CH2:5][CH2:6][CH2:7][CH2:8][CH2:9][CH2:10][CH2:11][CH3:12].Cl.[NH2:28][OH:29].N1C=CC=CC=1, predict the reaction product. The product is: [CH2:1]([O:13][C:14]([C:16]1[CH:17]=[C:18]2[C:23](=[O:22])[N:28]([OH:29])[C:20](=[O:21])[C:19]2=[CH:25][CH:26]=1)=[O:15])[CH2:2][CH2:3][CH2:4][CH2:5][CH2:6][CH2:7][CH2:8][CH2:9][CH2:10][CH2:11][CH3:12].